This data is from Forward reaction prediction with 1.9M reactions from USPTO patents (1976-2016). The task is: Predict the product of the given reaction. (1) Given the reactants [CH3:1][O:2][C:3]1[CH:32]=[C:31]([CH2:33][C:34]([O:36][CH3:37])=[O:35])[CH:30]=[CH:29][C:4]=1[O:5][C:6]1[C:7]([N+:26]([O-])=O)=[C:8]2[C:12](=[CH:13][CH:14]=1)[N:11](C(OC(C)(C)C)=O)[C:10]([C:22]([F:25])([F:24])[F:23])=[CH:9]2, predict the reaction product. The product is: [NH2:26][C:7]1[C:6]([O:5][C:4]2[CH:29]=[CH:30][C:31]([CH2:33][C:34]([O:36][CH3:37])=[O:35])=[CH:32][C:3]=2[O:2][CH3:1])=[CH:14][CH:13]=[C:12]2[C:8]=1[CH:9]=[C:10]([C:22]([F:25])([F:23])[F:24])[NH:11]2. (2) The product is: [C:23]([O:27][C:7](=[O:13])[NH:8][CH2:9][CH2:10][C:11]1[N:6]=[CH:5][N:4]([CH2:3][CH2:2][F:1])[CH:12]=1)([CH3:26])([CH3:25])[CH3:24]. Given the reactants [F:1][CH2:2][CH2:3][N+:4]1[CH:12]=[C:11]2[N:6]([C:7](=[O:13])[NH:8][CH2:9][CH2:10]2)[CH:5]=1.CCN(C(C)C)C(C)C.[C:23]([OH:27])([CH3:26])([CH3:25])[CH3:24], predict the reaction product. (3) Given the reactants C[O:2][C:3](=[O:35])[CH2:4][CH2:5][C:6]1[CH:11]=[CH:10][C:9]([O:12][CH2:13][CH2:14][C@H:15]([O:17][C:18]2[CH:23]=[CH:22][C:21]([CH2:24][CH3:25])=[CH:20][C:19]=2[C:26]([C:28]2[CH:33]=[CH:32][CH:31]=[CH:30][CH:29]=2)=[CH2:27])[CH3:16])=[CH:8][C:7]=1[CH3:34].[OH-].[Na+].Cl, predict the reaction product. The product is: [CH2:24]([C:21]1[CH:22]=[CH:23][C:18]([O:17][C@H:15]([CH3:16])[CH2:14][CH2:13][O:12][C:9]2[CH:10]=[CH:11][C:6]([CH2:5][CH2:4][C:3]([OH:35])=[O:2])=[C:7]([CH3:34])[CH:8]=2)=[C:19]([C:26]([C:28]2[CH:29]=[CH:30][CH:31]=[CH:32][CH:33]=2)=[CH2:27])[CH:20]=1)[CH3:25]. (4) The product is: [NH:1]1[CH:5]=[C:4]([C:6]([O:8][CH3:14])=[O:7])[N:3]=[CH:2]1. Given the reactants [NH:1]1[CH:5]=[C:4]([C:6]([OH:8])=[O:7])[N:3]=[CH:2]1.OS(O)(=O)=O.[CH3:14]O, predict the reaction product. (5) Given the reactants [C:1]([C:5]([NH:7][CH2:8][C:9]1[CH:10]=[CH:11][C:12]([C:18]([F:21])([F:20])[F:19])=[C:13]([CH:17]=1)[C:14](O)=[O:15])=[O:6])([CH3:4])([CH3:3])[CH3:2].CN(C(ON1N=NC2C=CC=NC1=2)=[N+](C)C)C.F[P-](F)(F)(F)(F)F.[NH2:46][C:47]1[CH:48]=[CH:49][C:50]([O:63][CH2:64][CH:65]([F:67])[F:66])=[C:51]([CH:62]=1)[C:52]([NH:54][C:55]1[CH:60]=[CH:59][C:58]([Br:61])=[CH:57][CH:56]=1)=[O:53], predict the reaction product. The product is: [F:67][CH:65]([F:66])[CH2:64][O:63][C:50]1[CH:49]=[CH:48][C:47]([NH:46][C:14](=[O:15])[C:13]2[CH:17]=[C:9]([CH2:8][NH:7][C:5]([C:1]([CH3:2])([CH3:3])[CH3:4])=[O:6])[CH:10]=[CH:11][C:12]=2[C:18]([F:20])([F:19])[F:21])=[CH:62][C:51]=1[C:52]([NH:54][C:55]1[CH:60]=[CH:59][C:58]([Br:61])=[CH:57][CH:56]=1)=[O:53].